This data is from NCI-60 drug combinations with 297,098 pairs across 59 cell lines. The task is: Regression. Given two drug SMILES strings and cell line genomic features, predict the synergy score measuring deviation from expected non-interaction effect. (1) Drug 1: CC1=C(C=C(C=C1)NC(=O)C2=CC=C(C=C2)CN3CCN(CC3)C)NC4=NC=CC(=N4)C5=CN=CC=C5. Drug 2: C(CCl)NC(=O)N(CCCl)N=O. Cell line: SK-MEL-28. Synergy scores: CSS=-0.789, Synergy_ZIP=5.94, Synergy_Bliss=-0.490, Synergy_Loewe=-3.46, Synergy_HSA=-3.88. (2) Drug 1: CS(=O)(=O)C1=CC(=C(C=C1)C(=O)NC2=CC(=C(C=C2)Cl)C3=CC=CC=N3)Cl. Drug 2: C1C(C(OC1N2C=NC3=C2NC=NCC3O)CO)O. Cell line: SK-OV-3. Synergy scores: CSS=6.75, Synergy_ZIP=-1.88, Synergy_Bliss=3.69, Synergy_Loewe=-4.10, Synergy_HSA=3.75. (3) Drug 1: C1CCN(CC1)CCOC2=CC=C(C=C2)C(=O)C3=C(SC4=C3C=CC(=C4)O)C5=CC=C(C=C5)O. Drug 2: C1C(C(OC1N2C=C(C(=O)NC2=O)F)CO)O. Cell line: 786-0. Synergy scores: CSS=14.4, Synergy_ZIP=-1.62, Synergy_Bliss=1.34, Synergy_Loewe=-4.34, Synergy_HSA=0.767. (4) Drug 1: CC(CN1CC(=O)NC(=O)C1)N2CC(=O)NC(=O)C2. Drug 2: N.N.Cl[Pt+2]Cl. Cell line: OVCAR-8. Synergy scores: CSS=23.6, Synergy_ZIP=-2.36, Synergy_Bliss=1.89, Synergy_Loewe=0.998, Synergy_HSA=1.29. (5) Drug 1: CC1CCC2CC(C(=CC=CC=CC(CC(C(=O)C(C(C(=CC(C(=O)CC(OC(=O)C3CCCCN3C(=O)C(=O)C1(O2)O)C(C)CC4CCC(C(C4)OC)OCCO)C)C)O)OC)C)C)C)OC. Drug 2: B(C(CC(C)C)NC(=O)C(CC1=CC=CC=C1)NC(=O)C2=NC=CN=C2)(O)O. Cell line: UO-31. Synergy scores: CSS=24.3, Synergy_ZIP=-3.92, Synergy_Bliss=-0.110, Synergy_Loewe=-9.81, Synergy_HSA=-0.0290. (6) Drug 1: C1=CC(=CC=C1CCCC(=O)O)N(CCCl)CCCl. Drug 2: C1C(C(OC1N2C=NC3=C(N=C(N=C32)Cl)N)CO)O. Cell line: TK-10. Synergy scores: CSS=-2.93, Synergy_ZIP=-4.40, Synergy_Bliss=-9.11, Synergy_Loewe=-10.3, Synergy_HSA=-10.2. (7) Drug 1: CC12CCC3C(C1CCC2O)C(CC4=C3C=CC(=C4)O)CCCCCCCCCS(=O)CCCC(C(F)(F)F)(F)F. Drug 2: CC(C)NC(=O)C1=CC=C(C=C1)CNNC.Cl. Cell line: SW-620. Synergy scores: CSS=-2.38, Synergy_ZIP=-0.470, Synergy_Bliss=-2.38, Synergy_Loewe=-3.91, Synergy_HSA=-3.86. (8) Drug 1: CC1=C(C=C(C=C1)NC2=NC=CC(=N2)N(C)C3=CC4=NN(C(=C4C=C3)C)C)S(=O)(=O)N.Cl. Drug 2: C1=C(C(=O)NC(=O)N1)F. Cell line: A549. Synergy scores: CSS=51.0, Synergy_ZIP=4.11, Synergy_Bliss=-0.139, Synergy_Loewe=-6.74, Synergy_HSA=0.143.